Dataset: Reaction yield outcomes from USPTO patents with 853,638 reactions. Task: Predict the reaction yield, written as a fraction of the theoretical maximum amount of product (1.0 means a 100% yield; for example, 0.34 means a 34% yield). (1) The reactants are [CH3:1][O:2][C:3]([NH:5][C@@H:6]([CH:10]([CH3:12])[CH3:11])[C:7]([OH:9])=[O:8])=[O:4].O[N:14]1[C:18](=[O:19])[CH2:17][CH2:16][C:15]1=[O:20].C(N=C=NC(C)C)(C)C. The catalyst is C(OCC)(=O)C. The product is [CH3:1][O:2][C:3]([NH:5][C@@H:6]([CH:10]([CH3:12])[CH3:11])[C:7]([O:9][N:14]1[C:18](=[O:19])[CH2:17][CH2:16][C:15]1=[O:20])=[O:8])=[O:4]. The yield is 0.770. (2) The reactants are [CH2:1]=P(C1C=CC=CC=1)(C1C=CC=CC=1)C1C=CC=CC=1.C([Li])CCC.[Br:26][C:27]1[CH:28]=[C:29]2[C:34](=[C:35]([CH:37]=O)[CH:36]=1)[O:33][C:32]([CH3:40])([CH3:39])[CH2:31][C:30]2([CH3:42])[CH3:41]. The catalyst is [Br-].C[P+](C1C=CC=CC=1)(C1C=CC=CC=1)C1C=CC=CC=1.CCCCCC. The product is [Br:26][C:27]1[CH:28]=[C:29]2[C:34](=[C:35]([CH:37]=[CH2:1])[CH:36]=1)[O:33][C:32]([CH3:40])([CH3:39])[CH2:31][C:30]2([CH3:42])[CH3:41]. The yield is 0.720. (3) The product is [CH2:1]([O:3][C:4]([C:6]1[O:7][C:8]2[CH:15]=[CH:14][CH:13]=[C:12]([NH:16][S:19]([CH2:17][CH3:18])(=[O:21])=[O:20])[C:9]=2[C:10]=1[CH3:11])=[O:5])[CH3:2]. The reactants are [CH2:1]([O:3][C:4]([C:6]1[O:7][C:8]2[CH:15]=[CH:14][CH:13]=[C:12]([NH2:16])[C:9]=2[C:10]=1[CH3:11])=[O:5])[CH3:2].[CH2:17]([S:19](Cl)(=[O:21])=[O:20])[CH3:18].N1C=CC=CC=1. The yield is 0.690. The catalyst is C(Cl)Cl. (4) The reactants are Br[C:2]1[CH:23]=[CH:22][C:5]2[C:6]3[N:7]([CH:11]=[C:12]([C:14]4[N:18]([CH:19]([CH3:21])[CH3:20])[N:17]=[CH:16][N:15]=4)[N:13]=3)[CH2:8][CH2:9][O:10][C:4]=2[CH:3]=1.[C:24](=[O:31])([O:26][C:27]([CH3:30])([CH3:29])[CH3:28])[NH2:25].C(=O)([O-])[O-].[Cs+].[Cs+].C1(P(C2C=CC=CC=2)C2C3OC4C(=CC=CC=4P(C4C=CC=CC=4)C4C=CC=CC=4)C(C)(C)C=3C=CC=2)C=CC=CC=1. The catalyst is O1CCOCC1.C(Cl)Cl.C1C=CC(/C=C/C(/C=C/C2C=CC=CC=2)=O)=CC=1.C1C=CC(/C=C/C(/C=C/C2C=CC=CC=2)=O)=CC=1.C1C=CC(/C=C/C(/C=C/C2C=CC=CC=2)=O)=CC=1.[Pd].[Pd]. The product is [CH:19]([N:18]1[C:14]([C:12]2[N:13]=[C:6]3[C:5]4[CH:22]=[CH:23][C:2]([NH:25][C:24](=[O:31])[O:26][C:27]([CH3:30])([CH3:29])[CH3:28])=[CH:3][C:4]=4[O:10][CH2:9][CH2:8][N:7]3[CH:11]=2)=[N:15][CH:16]=[N:17]1)([CH3:21])[CH3:20]. The yield is 0.610.